This data is from Full USPTO retrosynthesis dataset with 1.9M reactions from patents (1976-2016). The task is: Predict the reactants needed to synthesize the given product. (1) Given the product [N:17]1([C:15](=[O:16])[CH2:14][C:10]2[CH:11]=[CH:12][CH:13]=[C:8]([C:24]#[C:23][Si:25]([CH3:28])([CH3:27])[CH3:26])[CH:9]=2)[CH2:22][CH2:21][O:20][CH2:19][CH2:18]1, predict the reactants needed to synthesize it. The reactants are: N1CCOCC1.Br[C:8]1[CH:9]=[C:10]([CH2:14][C:15]([N:17]2[CH2:22][CH2:21][O:20][CH2:19][CH2:18]2)=[O:16])[CH:11]=[CH:12][CH:13]=1.[C:23]([Si:25]([CH3:28])([CH3:27])[CH3:26])#[CH:24].C1C=CC(P(C2C=CC=CC=2)C2C=CC=CC=2)=CC=1.C(N(CC)CC)C. (2) Given the product [Cl:19][C:20]1[CH:37]=[CH:36][C:23]2[NH:24][C:25]([C:27]3[CH:28]=[CH:29][C:30]([C:31]([N:1]4[CH2:5][CH2:4][CH2:3][CH:2]4[CH2:6][N:7]4[CH2:11][CH2:10][CH2:9][CH2:8]4)=[O:32])=[CH:34][CH:35]=3)=[N:26][C:22]=2[CH:21]=1, predict the reactants needed to synthesize it. The reactants are: [NH:1]1[CH2:5][CH2:4][CH2:3][C@H:2]1[CH2:6][N:7]1[CH2:11][CH2:10][CH2:9][CH2:8]1.CN1CCOCC1.[Cl:19][C:20]1[CH:37]=[CH:36][C:23]2[NH:24][C:25]([C:27]3[CH:35]=[CH:34][C:30]([C:31](Cl)=[O:32])=[CH:29][CH:28]=3)=[N:26][C:22]=2[CH:21]=1.